From a dataset of Reaction yield outcomes from USPTO patents with 853,638 reactions. Predict the reaction yield, written as a fraction of the theoretical maximum amount of product (1.0 means a 100% yield; for example, 0.34 means a 34% yield). (1) The reactants are [CH:1]([C:3]1[S:7][C:6]([NH:8][CH2:9][CH2:10][CH2:11][NH:12][C:13](=[O:34])[C@@H:14]([NH:16][C:17](=[O:33])[C@@H:18]([NH:20][C:21](=[O:32])[C@@H:22]([NH:24]C(=O)OC(C)(C)C)[CH3:23])[CH3:19])[CH3:15])=[N:5][CH:4]=1)=[O:2].CCOCC. The catalyst is O1CCOCC1.Cl. The product is [NH2:24][C@@H:22]([CH3:23])[C:21]([NH:20][C@@H:18]([CH3:19])[C:17]([NH:16][C@@H:14]([CH3:15])[C:13]([NH:12][CH2:11][CH2:10][CH2:9][NH:8][C:6]1[S:7][C:3]([CH:1]=[O:2])=[CH:4][N:5]=1)=[O:34])=[O:33])=[O:32]. The yield is 1.00. (2) The reactants are [CH3:1][O:2][C:3](=[O:22])[C:4]1[CH:9]=[CH:8][C:7]([C:10]([CH:12]2[C:17](=[O:18])[O:16][C:15]([CH3:20])([CH3:19])[O:14][C:13]2=[O:21])=O)=[CH:6][CH:5]=1.CC(O)=O.[BH4-].[Na+]. The catalyst is C(Cl)Cl.CCOCC. The product is [CH3:1][O:2][C:3](=[O:22])[C:4]1[CH:5]=[CH:6][C:7]([CH2:10][CH:12]2[C:13](=[O:21])[O:14][C:15]([CH3:19])([CH3:20])[O:16][C:17]2=[O:18])=[CH:8][CH:9]=1. The yield is 0.600. (3) The reactants are [C:1]1([C:7]([C:16]2[CH:21]=[CH:20][CH:19]=[CH:18][CH:17]=2)=[CH:8][CH:9]=[CH:10][C:11]([O:13]CC)=[O:12])[CH:6]=[CH:5][CH:4]=[CH:3][CH:2]=1.[OH-].[Na+].Cl.O. The catalyst is C(O)C. The product is [C:1]1([C:7]([C:16]2[CH:21]=[CH:20][CH:19]=[CH:18][CH:17]=2)=[CH:8][CH:9]=[CH:10][C:11]([OH:13])=[O:12])[CH:2]=[CH:3][CH:4]=[CH:5][CH:6]=1. The yield is 0.949. (4) The reactants are [OH:1][C:2]1[C:3]([C:10]([NH:12][C@H:13]2[CH2:21][CH2:20][CH2:19][C@H:18]([O:22][CH2:23][CH2:24][CH3:25])[C@@H:17]([CH2:26][CH2:27][CH:28]([CH3:30])[CH3:29])[C@H:16]([CH3:31])[O:15][C:14]2=[O:32])=[O:11])=[N:4][CH:5]=[CH:6][C:7]=1[O:8][CH3:9].C([O-])([O-])=O.[K+].[K+].[C:39]([O:42][CH2:43]Br)(=[O:41])[CH3:40]. The catalyst is CC(C)=O.C(Cl)Cl. The product is [C:39]([O:42][CH2:43][O:1][C:2]1[C:3]([C:10](=[O:11])[NH:12][C@H:13]2[CH2:21][CH2:20][CH2:19][C@H:18]([O:22][CH2:23][CH2:24][CH3:25])[C@@H:17]([CH2:26][CH2:27][CH:28]([CH3:30])[CH3:29])[C@H:16]([CH3:31])[O:15][C:14]2=[O:32])=[N:4][CH:5]=[CH:6][C:7]=1[O:8][CH3:9])(=[O:41])[CH3:40]. The yield is 0.770. (5) The reactants are [Cl:1][C:2]1[CH:7]=[CH:6][C:5]([C:8]2[S:9][C:10]([CH2:14][O:15][C@@H:16]3[CH2:21][CH2:20][CH2:19][NH:18][CH2:17]3)=[C:11]([CH3:13])[N:12]=2)=[CH:4][CH:3]=1.[CH3:22][O:23][C:24]([C:26]1[CH:27]=[C:28](OB(O)O)[CH:29]=[CH:30][CH:31]=1)=[O:25]. No catalyst specified. The product is [Cl:1][C:2]1[CH:7]=[CH:6][C:5]([C:8]2[S:9][C:10]([CH2:14][O:15][C@@H:16]3[CH2:21][CH2:20][CH2:19][N:18]([C:30]4[CH:31]=[C:26]([CH:27]=[CH:28][CH:29]=4)[C:24]([O:23][CH3:22])=[O:25])[CH2:17]3)=[C:11]([CH3:13])[N:12]=2)=[CH:4][CH:3]=1. The yield is 0.400. (6) The reactants are C([O-])([O-])=O.[Na+].[Na+].CC1(C)C(C)(C)OB([C:15]2[CH:20]=[CH:19][C:18]([NH2:21])=[CH:17][CH:16]=2)O1.[C:23]([O:27][C:28]([N:30]1[CH2:33][CH:32]([CH2:34][NH:35][C:36]2[N:41]=[C:40](Cl)[N:39]=[C:38]([N:43]3[CH2:48][CH2:47][O:46][CH2:45][CH2:44]3)[N:37]=2)[CH2:31]1)=[O:29])([CH3:26])([CH3:25])[CH3:24]. The catalyst is C1C=CC([P]([Pd]([P](C2C=CC=CC=2)(C2C=CC=CC=2)C2C=CC=CC=2)([P](C2C=CC=CC=2)(C2C=CC=CC=2)C2C=CC=CC=2)[P](C2C=CC=CC=2)(C2C=CC=CC=2)C2C=CC=CC=2)(C2C=CC=CC=2)C2C=CC=CC=2)=CC=1.C(COC)OC. The product is [C:23]([O:27][C:28]([N:30]1[CH2:33][CH:32]([CH2:34][NH:35][C:36]2[N:41]=[C:40]([C:15]3[CH:16]=[CH:17][C:18]([NH2:21])=[CH:19][CH:20]=3)[N:39]=[C:38]([N:43]3[CH2:48][CH2:47][O:46][CH2:45][CH2:44]3)[N:37]=2)[CH2:31]1)=[O:29])([CH3:26])([CH3:24])[CH3:25]. The yield is 0.530. (7) The yield is 0.930. The catalyst is CN(C=O)C. The product is [CH2:1]([C@H:3]1[C@@H:7]([C:8]2[N:12]3[C:13]4[C:19]([I:29])=[CH:18][NH:17][C:14]=4[N:15]=[CH:16][C:11]3=[N:10][N:9]=2)[CH2:6][C@@H:5]([NH:20][S:21]([CH:24]2[CH2:26][CH2:25]2)(=[O:23])=[O:22])[CH2:4]1)[CH3:2]. The reactants are [CH2:1]([C@H:3]1[C@@H:7]([C:8]2[N:12]3[C:13]4[CH:19]=[CH:18][NH:17][C:14]=4[N:15]=[CH:16][C:11]3=[N:10][N:9]=2)[CH2:6][C@@H:5]([NH:20][S:21]([CH:24]2[CH2:26][CH2:25]2)(=[O:23])=[O:22])[CH2:4]1)[CH3:2].[OH-].[K+].[I:29]I.[Cl-].[NH4+].